From a dataset of Forward reaction prediction with 1.9M reactions from USPTO patents (1976-2016). Predict the product of the given reaction. (1) The product is: [F:12][C:8]1[CH:7]=[C:6]2[C:11]([C:2]([NH:20][C:21]3[CH:22]=[C:23]([CH:28]=[C:29]([N:31]4[CH2:32][CH2:33][O:34][CH2:35][CH2:36]4)[CH:30]=3)[C:24]([O:26][CH3:27])=[O:25])=[C:3]([CH3:19])[C:4]([C:13]3[CH:18]=[CH:17][CH:16]=[CH:15][N:14]=3)=[N:5]2)=[CH:10][CH:9]=1. Given the reactants Cl[C:2]1[C:11]2[C:6](=[CH:7][C:8]([F:12])=[CH:9][CH:10]=2)[N:5]=[C:4]([C:13]2[CH:18]=[CH:17][CH:16]=[CH:15][N:14]=2)[C:3]=1[CH3:19].[NH2:20][C:21]1[CH:22]=[C:23]([CH:28]=[C:29]([N:31]2[CH2:36][CH2:35][O:34][CH2:33][CH2:32]2)[CH:30]=1)[C:24]([O:26][CH3:27])=[O:25].CC(C1C=C(C(C)C)C(C2C=CC=CC=2P(C2CCCCC2)C2CCCCC2)=C(C(C)C)C=1)C.CC(C)([O-])C.[Na+], predict the reaction product. (2) Given the reactants [C:1]([CH:4](OS(C1C=CC(C)=CC=1)(=O)=O)[C:5]1[CH:10]=[CH:9][CH:8]=[CH:7][CH:6]=1)(=[O:3])[NH2:2].[CH3:22][O:23][C:24]1[CH:25]=[C:26]2[C:31](=[CH:32][C:33]=1[O:34][CH3:35])[C@H:30]([CH2:36][CH2:37][C:38]1[CH:43]=[CH:42][C:41]([F:44])=[C:40]([F:45])[C:39]=1[F:46])[NH:29][CH2:28][CH2:27]2, predict the reaction product. The product is: [CH3:22][O:23][C:24]1[CH:25]=[C:26]2[C:31](=[CH:32][C:33]=1[O:34][CH3:35])[C@H:30]([CH2:36][CH2:37][C:38]1[CH:43]=[CH:42][C:41]([F:44])=[C:40]([F:45])[C:39]=1[F:46])[N:29]([C@H:4]([C:5]1[CH:6]=[CH:7][CH:8]=[CH:9][CH:10]=1)[C:1]([NH2:2])=[O:3])[CH2:28][CH2:27]2.